Predict which catalyst facilitates the given reaction. From a dataset of Catalyst prediction with 721,799 reactions and 888 catalyst types from USPTO. (1) Reactant: [CH:1]([C:3]1[S:4][C:5]([C:11]2[CH:16]=[CH:15][C:14]([C:17]([F:20])([F:19])[F:18])=[CH:13][CH:12]=2)=[CH:6][C:7]=1B(O)O)=[O:2].Br[C:22]([CH3:24])=[CH2:23].[F-].[Cs+]. Product: [C:22]([C:7]1[CH:6]=[C:5]([C:11]2[CH:16]=[CH:15][C:14]([C:17]([F:20])([F:19])[F:18])=[CH:13][CH:12]=2)[S:4][C:3]=1[CH:1]=[O:2])([CH3:24])=[CH2:23]. The catalyst class is: 12. (2) Reactant: [C:1]([O:5][C:6](=[O:19])[NH:7][CH2:8][C:9]1[CH:14]=[CH:13][C:12]([N+:15]([O-])=O)=[CH:11][C:10]=1[CH3:18])([CH3:4])([CH3:3])[CH3:2]. Product: [C:1]([O:5][C:6](=[O:19])[NH:7][CH2:8][C:9]1[CH:14]=[CH:13][C:12]([NH2:15])=[CH:11][C:10]=1[CH3:18])([CH3:4])([CH3:3])[CH3:2]. The catalyst class is: 29. (3) Reactant: Cl[C:2]([O:4][CH2:5][CH3:6])=[O:3].[NH2:7][C:8]1[CH:13]=[CH:12][C:11]([CH2:14][CH2:15][C:16]([OH:18])=[O:17])=[CH:10][CH:9]=1.[Cl-].[Na+].CCOC(C)=O. Product: [CH2:5]([O:4][C:2]([NH:7][C:8]1[CH:9]=[CH:10][C:11]([CH2:14][CH2:15][C:16]([OH:18])=[O:17])=[CH:12][CH:13]=1)=[O:3])[CH3:6]. The catalyst class is: 1. (4) Reactant: [CH2:1]([O:3][C:4]([C:6]1([NH:11][C:12]([CH:14]2[CH2:18][CH:17]([OH:19])[CH2:16][CH:15]2[C:20](=[O:29])[N:21]([CH2:23][CH2:24][CH2:25][CH2:26][CH:27]=[CH2:28])[CH3:22])=[O:13])[CH2:8][CH:7]1[CH:9]=[CH2:10])=[O:5])[CH3:2].CCN(C(C)C)C(C)C.Cl[CH2:40][O:41][CH2:42][CH3:43]. Product: [CH2:1]([O:3][C:4]([C:6]1([NH:11][C:12]([CH:14]2[CH2:18][CH:17]([O:19][CH2:40][O:41][CH2:42][CH3:43])[CH2:16][CH:15]2[C:20](=[O:29])[N:21]([CH2:23][CH2:24][CH2:25][CH2:26][CH:27]=[CH2:28])[CH3:22])=[O:13])[CH2:8][CH:7]1[CH:9]=[CH2:10])=[O:5])[CH3:2]. The catalyst class is: 2. (5) Reactant: Cl[C:2]1[N:7]=[C:6]([NH:8][C:9]2([C:14]([NH2:16])=[O:15])[CH2:13][CH2:12][CH2:11][CH2:10]2)[C:5]([F:17])=[CH:4][C:3]=1[C:18]#[N:19].[NH2:20][C:21]1[CH:22]=[N:23][C:24]2[C:29]([CH:30]=1)=[CH:28][CH:27]=[CH:26][CH:25]=2.O.O.O.[O-]C1C=CC=CC=1.[Na+].CC1(C)C2C(=C(P(C3C=CC=CC=3)C3C=CC=CC=3)C=CC=2)OC2C(P(C3C=CC=CC=3)C3C=CC=CC=3)=CC=CC1=2. Product: [C:18]([C:3]1[CH:4]=[C:5]([F:17])[C:6]([NH:8][C:9]2([C:14]([NH2:16])=[O:15])[CH2:13][CH2:12][CH2:11][CH2:10]2)=[N:7][C:2]=1[NH:20][C:21]1[CH:22]=[N:23][C:24]2[C:29]([CH:30]=1)=[CH:28][CH:27]=[CH:26][CH:25]=2)#[N:19]. The catalyst class is: 62. (6) Reactant: Cl[CH:2]([C:8]1[CH:13]=[CH:12][C:11]([C:14]([F:17])([F:16])[F:15])=[CH:10][CH:9]=1)[CH2:3][N:4]1[CH2:7][CH2:6][CH2:5]1.[F:18][C:19]1[CH:24]=[CH:23][C:22]([C:25]2[C:26]([NH2:37])=[N:27][CH:28]=[N:29][C:30]=2[N:31]2[CH2:36][CH2:35][NH:34][CH2:33][CH2:32]2)=[CH:21][CH:20]=1.CCN(C(C)C)C(C)C. Product: [N:4]1([CH2:3][CH:2]([N:34]2[CH2:35][CH2:36][N:31]([C:30]3[N:29]=[CH:28][N:27]=[C:26]([NH2:37])[C:25]=3[C:22]3[CH:23]=[CH:24][C:19]([F:18])=[CH:20][CH:21]=3)[CH2:32][CH2:33]2)[C:8]2[CH:13]=[CH:12][C:11]([C:14]([F:17])([F:16])[F:15])=[CH:10][CH:9]=2)[CH2:7][CH2:6][CH2:5]1. The catalyst class is: 10.